From a dataset of Catalyst prediction with 721,799 reactions and 888 catalyst types from USPTO. Predict which catalyst facilitates the given reaction. (1) Reactant: Cl.Cl.[NH2:3][CH2:4][CH2:5][CH2:6][CH2:7][CH2:8][CH2:9][CH2:10][CH2:11][CH2:12][N:13]1[CH2:18][CH2:17][CH:16]([N:19]([C:23]2[CH:28]=[CH:27][CH:26]=[CH:25][C:24]=2[Br:29])[C:20](=[O:22])[OH:21])[CH2:15][CH2:14]1.[CH2:30]([O:37][C:38]1[CH:43]=[CH:42][C:41]([C@@H:44]([O:47][Si:48]([C:51]([CH3:54])([CH3:53])[CH3:52])([CH3:50])[CH3:49])[CH2:45]Br)=[CH:40][C:39]=1[NH:55][S:56]([CH3:59])(=[O:58])=[O:57])[C:31]1[CH:36]=[CH:35][CH:34]=[CH:33][CH:32]=1.C(=O)([O-])O.[Na+].C(OCC)(=O)C. Product: [NH3:3].[CH2:30]([O:37][C:38]1[CH:43]=[CH:42][C:41]([C@@H:44]([O:47][Si:48]([C:51]([CH3:52])([CH3:54])[CH3:53])([CH3:50])[CH3:49])[CH2:45][NH:3][CH2:4][CH2:5][CH2:6][CH2:7][CH2:8][CH2:9][CH2:10][CH2:11][CH2:12][N:13]2[CH2:14][CH2:15][CH:16]([N:19]([C:23]3[CH:28]=[CH:27][CH:26]=[CH:25][C:24]=3[Br:29])[C:20](=[O:21])[O-:22])[CH2:17][CH2:18]2)=[CH:40][C:39]=1[NH:55][S:56]([CH3:59])(=[O:57])=[O:58])[C:31]1[CH:36]=[CH:35][CH:34]=[CH:33][CH:32]=1. The catalyst class is: 10. (2) Product: [C:1]1([C:11]2[CH:16]=[CH:15][N:14]=[C:13]([NH2:17])[CH:12]=2)[CH:6]=[CH:5][CH:4]=[CH:3][CH:2]=1. The catalyst class is: 57. Reactant: [C:1]1(B(O)O)[CH:6]=[CH:5][CH:4]=[CH:3][CH:2]=1.Br[C:11]1[CH:16]=[CH:15][N:14]=[C:13]([NH2:17])[CH:12]=1.C(=O)([O-])[O-].[Na+].[Na+]. (3) Reactant: [N:1]([CH2:4][CH2:5][CH2:6][CH2:7][CH2:8][C:9]1[CH:13]=[CH:12][N:11]([S:14]([C:17]2[CH:22]=[CH:21][C:20]([O:23][CH3:24])=[C:19]([O:25][CH3:26])[CH:18]=2)(=[O:16])=[O:15])[CH:10]=1)=[N+]=[N-]. Product: [CH3:26][O:25][C:19]1[CH:18]=[C:17]([S:14]([N:11]2[CH:12]=[CH:13][C:9]([CH2:8][CH2:7][CH2:6][CH2:5][CH2:4][NH2:1])=[CH:10]2)(=[O:15])=[O:16])[CH:22]=[CH:21][C:20]=1[O:23][CH3:24]. The catalyst class is: 515. (4) Reactant: [Cl:1][C:2]1[S:6][CH:5]=[C:4]([C:7]2[O:11][N:10]=[C:9]([C@H:12]3[CH2:17][C@@H:16]4[C@@H:14]([CH2:15]4)[N:13]3[C:18](=[S:21])[NH:19][CH3:20])[CH:8]=2)[CH:3]=1.[CH3:22]C(C)([O-])C.[Na+].IC. Product: [Cl:1][C:2]1[S:6][CH:5]=[C:4]([C:7]2[O:11][N:10]=[C:9]([C@H:12]3[CH2:17][C@@H:16]4[C@@H:14]([CH2:15]4)[N:13]3[C:18]([S:21][CH3:22])=[N:19][CH3:20])[CH:8]=2)[CH:3]=1. The catalyst class is: 1. (5) Reactant: [CH3:1][O:2][CH2:3][CH2:4][N:5]1[CH2:10][CH2:9][CH:8]([S:11]([N:14]2[CH2:19][CH2:18][CH:17]([O:20][C:21]3[CH:26]=[CH:25][C:24]([O:27][C:28]([F:31])([F:30])[F:29])=[CH:23][CH:22]=3)[CH2:16][CH2:15]2)(=[O:13])=[O:12])[CH2:7][CH2:6]1.C([N-]C(C)C)(C)C.[Li+].O1CCCC1.CCCCCCC.C(C1C=CC=CC=1)C.[C:60](=[O:62])=[O:61].Cl. Product: [CH3:1][O:2][CH2:3][CH2:4][N:5]1[CH2:10][CH2:9][C:8]([S:11]([N:14]2[CH2:19][CH2:18][CH:17]([O:20][C:21]3[CH:22]=[CH:23][C:24]([O:27][C:28]([F:31])([F:29])[F:30])=[CH:25][CH:26]=3)[CH2:16][CH2:15]2)(=[O:12])=[O:13])([C:60]([OH:62])=[O:61])[CH2:7][CH2:6]1. The catalyst class is: 93. (6) Reactant: [CH3:1][O:2][C:3]1[CH:8]=[CH:7][CH:6]=[CH:5][C:4]=1[C:9]1[O:13][N:12]=[CH:11][C:10]=1[C:14]([OH:16])=O.[C:17]1([CH:23]2[CH2:27][CH2:26][NH:25][CH2:24]2)[CH:22]=[CH:21][CH:20]=[CH:19][CH:18]=1.F[B-](F)(F)F.N1(OC(N(C)C)=[N+](C)C)C2C=CC=CC=2N=N1.C(N(C(C)C)CC)(C)C. Product: [CH3:1][O:2][C:3]1[CH:8]=[CH:7][CH:6]=[CH:5][C:4]=1[C:9]1[O:13][N:12]=[CH:11][C:10]=1[C:14]([N:25]1[CH2:26][CH2:27][CH:23]([C:17]2[CH:22]=[CH:21][CH:20]=[CH:19][CH:18]=2)[CH2:24]1)=[O:16]. The catalyst class is: 9. (7) Reactant: [F:1][C:2]1[CH:10]=[CH:9][C:8]2[CH2:11][CH2:12][N:13]([CH3:16])[CH2:14][CH2:15][N:6]3[C:7]=2[C:3]=1[C:4]1[CH2:19][CH2:18][CH2:17][C:5]=13.C([BH3-])#N.[Na+]. Product: [F:1][C:2]1[CH:10]=[CH:9][C:8]2[CH2:11][CH2:12][N:13]([CH3:16])[CH2:14][CH2:15][N:6]3[C:7]=2[C:3]=1[CH:4]1[CH2:19][CH2:18][CH2:17][CH:5]13. The catalyst class is: 15. (8) Reactant: [C:1]([NH:4][C@:5]1([C@@H:60]([CH2:62][CH3:63])[CH3:61])[CH2:9][CH2:8][N:7]([C@@H:10]([CH2:51][CH2:52][C:53]2[CH:58]=[CH:57][CH:56]=[CH:55][CH:54]=2)[C:11]([NH:13][C@@H:14]([CH2:42][C:43]2[CH:48]=[C:47]([F:49])[CH:46]=[C:45]([F:50])[CH:44]=2)[C@@H:15]([C@H:17]2[CH2:21][C@H:20]([O:22][C:23]3[CH:28]=[CH:27][CH:26]=[CH:25][N:24]=3)[CH2:19][N:18]2C(C2C=CC=CC=2)C2C=CC=CC=2)[OH:16])=[O:12])[C:6]1=[O:59])(=[O:3])[CH3:2].C(N[C@]1([C@@H](CC)C)CCN([C@@H](CCC2C=CC=CC=2)C(N[C@@H](CC2C=C(F)C=C(F)C=2)[C@@H]([C@H]2C[C@@H](OC3C=CC=CN=3)CN2C(C2C=CC=CC=2)C2C=CC=CC=2)O)=O)C1=O)(=O)C.C(N[C@]1([C@@H](CC)C)CCN([C@@H](CCC2C=CC=CC=2)C(O)=O)C1=O)(=O)C.CN(C(ON1N=NC2C=CC=NC1=2)=[N+](C)C)C.F[P-](F)(F)(F)(F)F.N[C@@H](CC1C=C(F)C=C(F)C=1)[C@@H]([C@H]1C[C@H](OC2C=CC=CN=2)CN1C(C1C=CC=CC=1)C1C=CC=CC=1)O.CN1CCOCC1. Product: [C:1]([NH:4][C@:5]1([C@@H:60]([CH2:62][CH3:63])[CH3:61])[CH2:9][CH2:8][N:7]([C@@H:10]([CH2:51][CH2:52][C:53]2[CH:54]=[CH:55][CH:56]=[CH:57][CH:58]=2)[C:11]([NH:13][C@@H:14]([CH2:42][C:43]2[CH:48]=[C:47]([F:49])[CH:46]=[C:45]([F:50])[CH:44]=2)[C@H:15]([OH:16])[C@H:17]2[CH2:21][C@@H:20]([O:22][C:23]3[CH:28]=[CH:27][CH:26]=[CH:25][N:24]=3)[CH2:19][NH:18]2)=[O:12])[C:6]1=[O:59])(=[O:3])[CH3:2]. The catalyst class is: 3. (9) Reactant: Cl.[C:2]([CH2:5][O:6][C:7]1[CH:8]=[C:9]([CH:19]=[C:20]([O:22][CH3:23])[CH:21]=1)[C:10]([NH:12][CH:13]1[CH2:18][CH2:17][NH:16][CH2:15][CH2:14]1)=[O:11])(=[O:4])[NH2:3].[CH2:24]([O:26][C:27]1[CH:28]=[C:29]([CH:32]=[C:33]([O:36][CH2:37][CH3:38])[C:34]=1[F:35])[CH:30]=O)[CH3:25].C([BH3-])#N.[Na+].C(N(C(C)C)C(C)C)C. Product: [C:2]([CH2:5][O:6][C:7]1[CH:8]=[C:9]([CH:19]=[C:20]([O:22][CH3:23])[CH:21]=1)[C:10]([NH:12][CH:13]1[CH2:14][CH2:15][N:16]([CH2:30][C:29]2[CH:32]=[C:33]([O:36][CH2:37][CH3:38])[C:34]([F:35])=[C:27]([O:26][CH2:24][CH3:25])[CH:28]=2)[CH2:17][CH2:18]1)=[O:11])(=[O:4])[NH2:3]. The catalyst class is: 212. (10) Reactant: [NH2:1][C:2]1[CH:7]=[CH:6][C:5]([C:8]([C:10]2[CH:19]=[CH:18][CH:17]=[CH:16][C:11]=2[C:12]([O:14]C)=[O:13])=[O:9])=[CH:4][C:3]=1[NH:20][C:21]([O:23][C:24]([CH3:27])([CH3:26])[CH3:25])=[O:22].[H-].[Na+].I[CH3:31].Cl. Product: [NH2:1][C:2]1[CH:7]=[CH:6][C:5]([C:8]([C:10]2[CH:19]=[CH:18][CH:17]=[CH:16][C:11]=2[C:12]([OH:14])=[O:13])=[O:9])=[CH:4][C:3]=1[N:20]([C:21]([O:23][C:24]([CH3:27])([CH3:25])[CH3:26])=[O:22])[CH3:31]. The catalyst class is: 7.